Dataset: Reaction yield outcomes from USPTO patents with 853,638 reactions. Task: Predict the reaction yield, written as a fraction of the theoretical maximum amount of product (1.0 means a 100% yield; for example, 0.34 means a 34% yield). (1) The reactants are Br[C:2]1[C:7]2=[N:8][C:9]([C:12]([N:14]3[CH2:18][CH2:17][CH:16]([OH:19])[CH2:15]3)=[O:13])=[CH:10][N:11]=[C:6]2[CH:5]=[N:4][CH:3]=1.[OH:20][CH2:21][C:22]1[CH:27]=[CH:26][C:25](B(O)O)=[CH:24][CH:23]=1.C(=O)([O-])[O-].[Cs+].[Cs+].O1CCOCC1. The catalyst is C1(P([C-]2C=CC=C2)C2C=CC=CC=2)C=CC=CC=1.[C-]1(P(C2C=CC=CC=2)C2C=CC=CC=2)C=CC=C1.[Fe+2].[Pd](Cl)Cl.O. The product is [OH:20][CH2:21][C:22]1[CH:27]=[CH:26][C:25]([C:2]2[C:7]3=[N:8][C:9]([C:12]([N:14]4[CH2:18][CH2:17][CH:16]([OH:19])[CH2:15]4)=[O:13])=[CH:10][N:11]=[C:6]3[CH:5]=[N:4][CH:3]=2)=[CH:24][CH:23]=1. The yield is 0.710. (2) The reactants are CC([CH:5]1[CH2:11][N:10]([C:12]2[CH:17]=[C:16]([O:18][CH3:19])[C:15]([N+:20]([O-:22])=[O:21])=[CH:14][C:13]=2[CH3:23])[CH2:9][CH2:8][CH2:7][N:6]1[C:24]([O-])=O)(C)C.C(O)(C(F)(F)F)=O.[CH3:34][S:35]([CH:38]=C)(=[O:37])=[O:36]. The catalyst is C(Cl)Cl.O1CCOCC1. The product is [CH3:23][C:13]1[CH:14]=[C:15]([N+:20]([O-:22])=[O:21])[C:16]([O:18][CH3:19])=[CH:17][C:12]=1[N:10]1[CH2:9][CH2:8][CH2:7][N:6]([CH2:24][CH2:34][S:35]([CH3:38])(=[O:37])=[O:36])[CH2:5][CH2:11]1. The yield is 0.980.